Dataset: Catalyst prediction with 721,799 reactions and 888 catalyst types from USPTO. Task: Predict which catalyst facilitates the given reaction. (1) Reactant: [CH3:1][O:2][C:3](=[O:12])[CH2:4][C:5]1[C:6]([CH3:11])=[N:7][NH:8][C:9]=1[CH3:10].[N+:13]([C:16]1[CH:23]=[CH:22][C:19]([CH2:20]Br)=[CH:18][CH:17]=1)([O-:15])=[O:14].C([O-])([O-])=O.[K+].[K+].O. Product: [CH3:1][O:2][C:3](=[O:12])[CH2:4][C:5]1[C:9]([CH3:10])=[N:8][N:7]([CH2:20][C:19]2[CH:22]=[CH:23][C:16]([N+:13]([O-:15])=[O:14])=[CH:17][CH:18]=2)[C:6]=1[CH3:11]. The catalyst class is: 10. (2) Reactant: [Cl:1][C:2]1[CH:7]=[C:6]([N+:8]([O-])=O)[CH:5]=[CH:4][C:3]=1[N:11]1[C:23]2[CH2:22][CH2:21][CH2:20][C:19](=[O:24])[C:18]=2[C:17]2[C:12]1=[CH:13][CH:14]=[CH:15][CH:16]=2.[H][H]. Product: [NH2:8][C:6]1[CH:5]=[CH:4][C:3]([N:11]2[C:23]3[CH2:22][CH2:21][CH2:20][C:19](=[O:24])[C:18]=3[C:17]3[C:12]2=[CH:13][CH:14]=[CH:15][CH:16]=3)=[C:2]([Cl:1])[CH:7]=1. The catalyst class is: 78.